From a dataset of Catalyst prediction with 721,799 reactions and 888 catalyst types from USPTO. Predict which catalyst facilitates the given reaction. Reactant: I[C:2]1[CH:3]=[C:4]([OH:8])[CH:5]=[CH:6][CH:7]=1.CCN(C(C)C)C(C)C.[CH3:18][O:19][C:20](=[O:46])[C@@H:21]([NH:31][C:32]([C:34]1[C:35]([CH3:45])=[N:36][C:37]([NH:41][CH2:42][C:43]#[CH:44])=[N:38][C:39]=1[CH3:40])=[O:33])[CH2:22][NH:23][C:24]([C:26]1[S:27][CH:28]=[CH:29][CH:30]=1)=[O:25]. Product: [CH3:18][O:19][C:20](=[O:46])[C@@H:21]([NH:31][C:32]([C:34]1[C:39]([CH3:40])=[N:38][C:37]([NH:41][CH2:42][C:43]#[C:44][C:2]2[CH:7]=[CH:6][CH:5]=[C:4]([OH:8])[CH:3]=2)=[N:36][C:35]=1[CH3:45])=[O:33])[CH2:22][NH:23][C:24]([C:26]1[S:27][CH:28]=[CH:29][CH:30]=1)=[O:25]. The catalyst class is: 538.